The task is: Predict which catalyst facilitates the given reaction.. This data is from Catalyst prediction with 721,799 reactions and 888 catalyst types from USPTO. (1) Reactant: [C:1]([CH2:3][CH2:4][C@@H:5]([NH:21][C:22](=[O:28])[O:23][C:24]([CH3:27])([CH3:26])[CH3:25])[C:6](=[O:20])[NH:7][C:8]1[CH:19]=[CH:18][C:11]2[CH2:12][CH2:13][N:14]([CH3:17])[CH2:15][CH2:16][C:10]=2[CH:9]=1)#[N:2].[N-:29]=[N+:30]=[N-:31].[Na+].[Cl-].[NH4+].C(O)(C(F)(F)F)=O. Product: [CH3:17][N:14]1[CH2:15][CH2:16][C:10]2[CH:9]=[C:8]([NH:7][C:6]([C@H:5]([NH:21][C:22](=[O:28])[O:23][C:24]([CH3:25])([CH3:27])[CH3:26])[CH2:4][CH2:3][C:1]3[NH:31][N:30]=[N:29][N:2]=3)=[O:20])[CH:19]=[CH:18][C:11]=2[CH2:12][CH2:13]1. The catalyst class is: 3. (2) The catalyst class is: 2. Product: [CH3:8][C:9]1[CH:18]=[C:17]([CH2:19][O:20][CH:21]2[CH2:26][CH2:25][N:24]([S:35]([CH3:34])(=[O:37])=[O:36])[CH2:23][CH2:22]2)[C:16]2[C:11](=[CH:12][CH:13]=[CH:14][CH:15]=2)[N:10]=1. Reactant: C(O)(C(F)(F)F)=O.[CH3:8][C:9]1[CH:18]=[C:17]([CH2:19][O:20][CH:21]2[CH2:26][CH2:25][NH:24][CH2:23][CH2:22]2)[C:16]2[C:11](=[CH:12][CH:13]=[CH:14][CH:15]=2)[N:10]=1.C(N(CC)CC)C.[CH3:34][S:35](Cl)(=[O:37])=[O:36]. (3) Reactant: [F:1][C:2]1[CH:7]=[CH:6][C:5]([C:8]2([C:18]3[CH:23]=[CH:22][C:21]([F:24])=[CH:20][CH:19]=3)[CH2:12][CH2:11][N:10]([CH2:13][C:14](O)=[O:15])[C:9]2=[O:17])=[CH:4][CH:3]=1.Br.[F:26][C:27]([F:38])([F:37])[C:28]1[CH:29]=[C:30]2[C:34](=[CH:35][CH:36]=1)[CH2:33][NH:32][CH2:31]2.C(N=C=NCCCN(C)C)C. Product: [F:24][C:21]1[CH:22]=[CH:23][C:18]([C:8]2([C:5]3[CH:4]=[CH:3][C:2]([F:1])=[CH:7][CH:6]=3)[CH2:12][CH2:11][N:10]([CH2:13][C:14](=[O:15])[N:32]3[CH2:31][C:30]4[C:34](=[CH:35][CH:36]=[C:28]([C:27]([F:26])([F:38])[F:37])[CH:29]=4)[CH2:33]3)[C:9]2=[O:17])=[CH:19][CH:20]=1. The catalyst class is: 4. (4) The catalyst class is: 39. Reactant: [CH:1]#[C:2][CH:3]([OH:8])[CH2:4][CH2:5][CH2:6][CH3:7].N1C=CN=C1.[Si:14](Cl)([C:17]([CH3:20])([CH3:19])[CH3:18])([CH3:16])[CH3:15].[NH4+].[Cl-]. Product: [C:17]([Si:14]([O:8][CH:3]([CH2:4][CH2:5][CH2:6][CH3:7])[C:2]#[CH:1])([CH3:16])[CH3:15])([CH3:20])([CH3:19])[CH3:18].